Dataset: Forward reaction prediction with 1.9M reactions from USPTO patents (1976-2016). Task: Predict the product of the given reaction. (1) Given the reactants Br[C:2]1[CH:3]=[C:4]([CH3:8])[CH:5]=[CH:6][CH:7]=1.[F:9][C:10]1[CH:15]=[C:14]([F:16])[CH:13]=[CH:12][C:11]=1B(O)O, predict the reaction product. The product is: [F:9][C:10]1[CH:15]=[C:14]([F:16])[CH:13]=[CH:12][C:11]=1[C:2]1[CH:7]=[CH:6][CH:5]=[C:4]([CH3:8])[CH:3]=1. (2) Given the reactants C(OC([N:8]1[CH2:13][CH2:12][N:11]([C:14]2[C:15]3[C:35]([CH:36]4[CH2:38][CH2:37]4)=[CH:34][N:33]=[CH:32][C:16]=3[N:17]=[C:18]([C:20]3[CH:25]=[CH:24][N:23]=[C:22]([NH:26][CH:27]4[CH2:31][CH2:30][CH2:29][CH2:28]4)[CH:21]=3)[N:19]=2)[CH2:10][CH2:9]1)=O)(C)(C)C, predict the reaction product. The product is: [CH:27]1([NH:26][C:22]2[CH:21]=[C:20]([C:18]3[N:19]=[C:14]([N:11]4[CH2:12][CH2:13][NH:8][CH2:9][CH2:10]4)[C:15]4[C:35]([CH:36]5[CH2:37][CH2:38]5)=[CH:34][N:33]=[CH:32][C:16]=4[N:17]=3)[CH:25]=[CH:24][N:23]=2)[CH2:31][CH2:30][CH2:29][CH2:28]1.